Dataset: Retrosynthesis with 50K atom-mapped reactions and 10 reaction types from USPTO. Task: Predict the reactants needed to synthesize the given product. Given the product O=C(O)CC(Cc1ccc(C(=O)NCCNc2ccccn2)cc1)c1ccccc1, predict the reactants needed to synthesize it. The reactants are: CCOC(=O)CC(Cc1ccc(C(=O)NCCNc2ccccn2)cc1)c1ccccc1.